Dataset: Catalyst prediction with 721,799 reactions and 888 catalyst types from USPTO. Task: Predict which catalyst facilitates the given reaction. The catalyst class is: 263. Reactant: [B:10]1([B:10]2[O:14][C:13]([CH3:16])([CH3:15])[C:12]([CH3:18])([CH3:17])[O:11]2)[O:14][C:13]([CH3:16])([CH3:15])[C:12]([CH3:18])([CH3:17])[O:11]1.C([O-])(=O)C.[K+].CS(C)=O.Br[C:29]1[CH:30]=[C:31]2[C:36]3=[C:37]([CH2:39][CH2:40][N:35]3[C:34](=[O:41])[CH2:33][CH2:32]2)[CH:38]=1. Product: [CH3:16][C:13]1([CH3:15])[C:12]([CH3:17])([CH3:18])[O:11][B:10]([C:29]2[CH:30]=[C:31]3[C:36]4=[C:37]([CH2:39][CH2:40][N:35]4[C:34](=[O:41])[CH2:33][CH2:32]3)[CH:38]=2)[O:14]1.